Dataset: Forward reaction prediction with 1.9M reactions from USPTO patents (1976-2016). Task: Predict the product of the given reaction. (1) The product is: [CH3:15][C:16]1([CH3:25])[C:17]2[C:18](=[C:22]([NH2:23])[N:2]([C:4]3[CH:14]=[CH:13][CH:12]=[CH:6][CH:5]=3)[N:3]=2)[CH2:19][CH2:20][CH2:21]1. Given the reactants Cl.[NH:2]([C:4]1[CH:5]=[C:6]([CH:12]=[CH:13][CH:14]=1)C(OCC)=O)[NH2:3].[CH3:15][C:16]1([CH3:25])[CH2:21][CH2:20][CH2:19][CH:18]([C:22]#[N:23])[C:17]1=O.CC(C)(C)C(=O)CC#N, predict the reaction product. (2) Given the reactants [CH2:1]([C:3]([C:21]1[CH:26]=[CH:25][C:24]([OH:27])=[C:23]([CH3:28])[CH:22]=1)([C:6]1[CH:11]=[CH:10][C:9]([CH2:12][CH2:13][CH:14]([OH:19])[C:15]([CH3:18])([CH3:17])[CH3:16])=[C:8]([CH3:20])[CH:7]=1)[CH2:4][CH3:5])[CH3:2].CC1(C)[O:35][CH2:34][CH:33]([CH2:36]OS(C2C=CC(C)=CC=2)(=O)=O)[CH2:32][O:31]1, predict the reaction product. The product is: [CH2:1]([C:3]([C:21]1[CH:26]=[CH:25][C:24]([O:27][CH2:36][CH:33]([CH2:34][OH:35])[CH2:32][OH:31])=[C:23]([CH3:28])[CH:22]=1)([C:6]1[CH:11]=[CH:10][C:9]([CH2:12][CH2:13][CH:14]([OH:19])[C:15]([CH3:17])([CH3:18])[CH3:16])=[C:8]([CH3:20])[CH:7]=1)[CH2:4][CH3:5])[CH3:2].